From a dataset of Forward reaction prediction with 1.9M reactions from USPTO patents (1976-2016). Predict the product of the given reaction. (1) Given the reactants [CH3:1][C@H:2]1[CH2:7][CH2:6][C@H:5]([C:8]([NH:10][CH2:11][CH2:12][C:13]2[CH:18]=[CH:17][CH:16]=[CH:15][CH:14]=2)=O)[CH2:4][CH2:3]1, predict the reaction product. The product is: [CH3:1][C@H:2]1[CH2:7][CH2:6][C@H:5]([CH:8]2[C:18]3[C:13](=[CH:14][CH:15]=[CH:16][CH:17]=3)[CH2:12][CH2:11][NH:10]2)[CH2:4][CH2:3]1. (2) Given the reactants [Br:1][C:2]1[CH:10]=[CH:9][C:5]([C:6]([OH:8])=O)=[CH:4][N:3]=1.Cl.[CH:12]1([C:15]2[C:16]([N:24]3[CH2:29][CH2:28][NH:27][CH2:26][CH2:25]3)=[N:17][CH:18]=[C:19]([CH:21]3[CH2:23][CH2:22]3)[CH:20]=2)[CH2:14][CH2:13]1, predict the reaction product. The product is: [Br:1][C:2]1[N:3]=[CH:4][C:5]([C:6]([N:27]2[CH2:28][CH2:29][N:24]([C:16]3[C:15]([CH:12]4[CH2:13][CH2:14]4)=[CH:20][C:19]([CH:21]4[CH2:23][CH2:22]4)=[CH:18][N:17]=3)[CH2:25][CH2:26]2)=[O:8])=[CH:9][CH:10]=1. (3) Given the reactants [CH:1]([C:4]1[CH:9]=[CH:8][C:7]([CH3:10])=[CH:6][C:5]=1[OH:11])([CH3:3])[CH3:2].[CH3:12][CH:13]([CH2:16]O)[CH2:14][OH:15].O[C:19]1[CH:24]=[CH:23][C:22]([CH:25]([C:31]#[C:32][CH3:33])[CH2:26][C:27]([O:29]C)=[O:28])=[CH:21][CH:20]=1, predict the reaction product. The product is: [CH:1]([C:4]1[CH:9]=[CH:8][C:7]([CH3:10])=[CH:6][C:5]=1[O:11][CH2:16][CH:13]([CH3:12])[CH2:14][O:15][C:19]1[CH:24]=[CH:23][C:22]([CH:25]([C:31]#[C:32][CH3:33])[CH2:26][C:27]([OH:29])=[O:28])=[CH:21][CH:20]=1)([CH3:3])[CH3:2]. (4) The product is: [C:1]1([C:8]2[CH:13]=[CH:12][CH:11]=[CH:10][CH:9]=2)[CH:2]=[CH:3][C:4]([NH:7][C:27](=[O:28])[C:26]2[CH:30]=[CH:31][C:32]([C:33]([F:36])([F:35])[F:34])=[C:24]([N+:21]([O-:23])=[O:22])[CH:25]=2)=[CH:5][CH:6]=1. Given the reactants [C:1]1([C:8]2[CH:13]=[CH:12][CH:11]=[CH:10][CH:9]=2)[CH:6]=[CH:5][C:4]([NH2:7])=[CH:3][CH:2]=1.C(N(CC)CC)C.[N+:21]([C:24]1[CH:25]=[C:26]([CH:30]=[CH:31][C:32]=1[C:33]([F:36])([F:35])[F:34])[C:27](Cl)=[O:28])([O-:23])=[O:22].O, predict the reaction product. (5) Given the reactants [C:1]1([C:7]2[C:8]([N:16]3[CH2:21][CH2:20][N:19]([C:22]([O:24][C:25]([CH3:28])([CH3:27])[CH3:26])=[O:23])[CH2:18][CH2:17]3)=[C:9]3[CH:15]=[N:14][NH:13][C:10]3=[N:11][CH:12]=2)[CH:6]=[CH:5][CH:4]=[CH:3][CH:2]=1.[OH-].[K+].[I:31]I, predict the reaction product. The product is: [I:31][C:15]1[C:9]2[C:10](=[N:11][CH:12]=[C:7]([C:1]3[CH:2]=[CH:3][CH:4]=[CH:5][CH:6]=3)[C:8]=2[N:16]2[CH2:17][CH2:18][N:19]([C:22]([O:24][C:25]([CH3:28])([CH3:27])[CH3:26])=[O:23])[CH2:20][CH2:21]2)[NH:13][N:14]=1. (6) Given the reactants [CH2:1]([O:3][C:4](=[O:24])[C:5]([O:21][CH2:22][CH3:23])=[CH:6][C:7]1[CH:12]=[CH:11][C:10]([O:13][CH2:14][C:15]2[CH:20]=[CH:19][CH:18]=[CH:17][CH:16]=2)=[CH:9][CH:8]=1)[CH3:2], predict the reaction product. The product is: [CH2:1]([O:3][C:4](=[O:24])[CH:5]([O:21][CH2:22][CH3:23])[CH2:6][C:7]1[CH:12]=[CH:11][C:10]([O:13][CH2:14][C:15]2[CH:16]=[CH:17][CH:18]=[CH:19][CH:20]=2)=[CH:9][CH:8]=1)[CH3:2]. (7) The product is: [CH3:9][O:8][CH:7]1[NH:6][C:5]([N:10]2[CH2:15][CH2:14][O:13][CH2:12][CH2:11]2)=[N:4][C:3]([NH:16][CH:17]2[CH2:22][CH2:21][CH2:20][N:19]([C:23]([O:25][C:26]([CH3:29])([CH3:28])[CH3:27])=[O:24])[CH2:18]2)=[C:2]1[C:37]1[S:38][C:39]2[C:31]([CH3:30])=[CH:32][CH:33]=[CH:34][C:35]=2[N:36]=1. Given the reactants I[C:2]1[CH:7]([O:8][CH3:9])[NH:6][C:5]([N:10]2[CH2:15][CH2:14][O:13][CH2:12][CH2:11]2)=[N:4][C:3]=1[NH:16][C@@H:17]1[CH2:22][CH2:21][CH2:20][N:19]([C:23]([O:25][C:26]([CH3:29])([CH3:28])[CH3:27])=[O:24])[CH2:18]1.[CH3:30][C:31]1[C:39]2[S:38][CH:37]=[N:36][C:35]=2[CH:34]=[CH:33][CH:32]=1.C(=O)([O-])[O-].[Cs+].[Cs+], predict the reaction product.